Dataset: Forward reaction prediction with 1.9M reactions from USPTO patents (1976-2016). Task: Predict the product of the given reaction. (1) The product is: [CH3:32][O:24][C:23]([C:13]1[N:14]2[C:10]([CH:9]([O:8][CH:5]3[CH2:4][CH2:3][N:2]([CH3:1])[CH2:7][CH2:6]3)[C:18]3[CH:19]=[CH:20][CH:21]=[CH:22][C:17]=3[CH2:16][CH2:15]2)=[N:11][C:12]=1[C:26]1[CH:27]=[CH:28][CH:29]=[CH:30][CH:31]=1)=[O:25]. Given the reactants [CH3:1][N:2]1[CH2:7][CH2:6][CH:5]([O:8][CH:9]2[C:18]3[CH:19]=[CH:20][CH:21]=[CH:22][C:17]=3[CH2:16][CH2:15][N:14]3[C:10]2=[N:11][C:12]([C:26]2[CH:31]=[CH:30][CH:29]=[CH:28][CH:27]=2)=[C:13]3[C:23]([OH:25])=[O:24])[CH2:4][CH2:3]1.[CH3:32][Si](C=[N+]=[N-])(C)C.O, predict the reaction product. (2) The product is: [CH3:40][O:41][CH2:42][CH2:43][NH:44][C:13]([C:4]1[N:3]=[C:2]([Cl:1])[C:11]2[C:6]([C:5]=1[OH:12])=[CH:7][CH:8]=[CH:9][CH:10]=2)=[O:15]. Given the reactants [Cl:1][C:2]1[C:11]2[C:6](=[CH:7][CH:8]=[CH:9][CH:10]=2)[C:5]([OH:12])=[C:4]([C:13]([OH:15])=O)[N:3]=1.F[P-](F)(F)(F)(F)F.N1([O+]=C(N(C)C)N(C)C)C2C=CC=CC=2N=N1.[CH3:40][O:41][CH2:42][CH2:43][NH2:44].C(N(C(C)C)C(C)C)C, predict the reaction product. (3) Given the reactants [I:1][C:2]1[CH:9]=[CH:8][C:7]([C:10]([F:13])([F:12])[F:11])=[CH:6][C:3]=1[CH:4]=[O:5].[N+:14]([CH3:17])([O-])=O.[OH-].[Na+].C[C:21]([OH:23])=O, predict the reaction product. The product is: [I:1][C:2]1[CH:9]=[CH:8][C:7]([C:10]([F:11])([F:12])[F:13])=[CH:6][C:3]=1[CH:4]1[O:5][C:21](=[O:23])[NH:14][CH2:17]1. (4) Given the reactants [CH3:1][C:2](C)([O-])[CH3:3].[K+].COCCl.[Cl:11][C:12]1[C:17]([O:18][CH2:19][O:20][CH3:21])=[CH:16][CH:15]=[CH:14][N:13]=1.C([Mg]Cl)CC, predict the reaction product. The product is: [Cl:11][C:12]1[C:17]([O:18][CH2:19][O:20][CH3:21])=[CH:16][CH:15]=[CH:14][N:13]=1.[CH3:21][O:20][CH2:19][O:18][C:17]1[C:12]([CH2:1][CH2:2][CH3:3])=[N:13][CH:14]=[CH:15][CH:16]=1. (5) Given the reactants [NH2:1][C:2]1[CH:3]=[C:4]([CH2:8][C:9]([O:11][CH3:12])=[O:10])[CH:5]=[CH:6][CH:7]=1.[C:13](OC(=O)C)(=[O:15])[CH3:14], predict the reaction product. The product is: [CH3:12][O:11][C:9](=[O:10])[CH2:8][C:4]1[CH:5]=[CH:6][CH:7]=[C:2]([NH:1][C:13](=[O:15])[CH3:14])[CH:3]=1. (6) Given the reactants [O:1]1[CH2:6][CH2:5][CH2:4][CH2:3][CH:2]1[O:7][CH2:8][CH2:9][CH2:10][C:11]1[CH:12]=[C:13]([CH:16]=[CH:17][CH:18]=1)[CH:14]=[O:15].[BH4-].[Na+], predict the reaction product. The product is: [O:1]1[CH2:6][CH2:5][CH2:4][CH2:3][CH:2]1[O:7][CH2:8][CH2:9][CH2:10][C:11]1[CH:12]=[C:13]([CH2:14][OH:15])[CH:16]=[CH:17][CH:18]=1. (7) The product is: [F:19][C:2]([F:1])([F:18])[C:3]1[CH:4]=[C:5]([C:13]2[N:17]=[CH:16][N:15]([CH2:21][C:22]([C:23]3[O:24][CH:34]=[N:36][N:37]=3)=[CH2:26])[N:14]=2)[CH:6]=[C:7]([C:9]([F:10])([F:12])[F:11])[CH:8]=1. Given the reactants [F:1][C:2]([F:19])([F:18])[C:3]1[CH:4]=[C:5]([C:13]2[N:17]=[CH:16][NH:15][N:14]=2)[CH:6]=[C:7]([C:9]([F:12])([F:11])[F:10])[CH:8]=1.Br[CH2:21][C:22](=[CH2:26])[C:23](O)=[O:24].C(N(CC)CC)C.[CH:34]([NH:36][NH2:37])=O.C(P1(=O)OP(CCC)(=O)OP(CCC)(=O)O1)CC, predict the reaction product. (8) The product is: [OH:43][NH:44][C:20]([C:18]1[S:19][C:15]([C@H:13]([NH:12][S:9]([C:6]2[CH:7]=[CH:8][C:3]([C:2]([F:28])([F:27])[F:1])=[CH:4][CH:5]=2)(=[O:11])=[O:10])[CH3:14])=[CH:16][CH:17]=1)=[O:21]. Given the reactants [F:1][C:2]([F:28])([F:27])[C:3]1[CH:8]=[CH:7][C:6]([S:9]([NH:12][C@@H:13]([C:15]2[S:19][C:18]([C:20](OC(C)(C)C)=[O:21])=[CH:17][CH:16]=2)[CH3:14])(=[O:11])=[O:10])=[CH:5][CH:4]=1.FC(F)(F)C(O)=O.CN(C([O:43][N:44]1N=NC2C=CC=NC1=2)=[N+](C)C)C.F[P-](F)(F)(F)(F)F.C(N(CC)CC)C.[Si](ON)(C(C)(C)C)(C)C.Cl.C([O-])(O)=O.[Na+], predict the reaction product.